This data is from Forward reaction prediction with 1.9M reactions from USPTO patents (1976-2016). The task is: Predict the product of the given reaction. (1) Given the reactants Cl.[NH2:2][CH2:3][C@@H:4]1[O:8][C:7](=[O:9])[N:6]([C:10]2[CH:15]=[CH:14][C:13]([N:16]3[CH2:21][CH2:20][O:19][CH2:18][C:17]3=[O:22])=[CH:12][CH:11]=2)[CH2:5]1.C(=O)([O-])[O-].[Ca+2].C(OO)(C)(C)C.[Cl:34][C:35]1[S:39][C:38]([CH:40]=[O:41])=[CH:37][CH:36]=1.Cl, predict the reaction product. The product is: [Cl:34][C:35]1[S:39][C:38]([C:40]([NH:2][CH2:3][C@@H:4]2[O:8][C:7](=[O:9])[N:6]([C:10]3[CH:15]=[CH:14][C:13]([N:16]4[CH2:21][CH2:20][O:19][CH2:18][C:17]4=[O:22])=[CH:12][CH:11]=3)[CH2:5]2)=[O:41])=[CH:37][CH:36]=1. (2) Given the reactants [CH2:1]([N:8]1[CH:12]=[CH:11][N:10]=[CH:9]1)[C:2]1[CH:7]=[CH:6][CH:5]=[CH:4][CH:3]=1.[Br:13][CH2:14][CH2:15][CH2:16][CH2:17][CH2:18][CH2:19][CH2:20][CH2:21][CH2:22][CH3:23], predict the reaction product. The product is: [Br-:13].[CH2:1]([N+:8]1[CH:12]=[CH:11][N:10]([CH2:14][CH2:15][CH2:16][CH2:17][CH2:18][CH2:19][CH2:20][CH2:21][CH2:22][CH3:23])[CH:9]=1)[C:2]1[CH:3]=[CH:4][CH:5]=[CH:6][CH:7]=1. (3) Given the reactants Cl[CH2:2][CH2:3][CH2:4][CH:5]([C:17]1O[C:19]([C:22]2[CH:27]=[CH:26][C:25]([C:28]3[O:32][C:31]([CH3:33])=[N:30][CH:29]=3)=[C:24]([O:34][CH3:35])[CH:23]=2)=[N:20][N:21]=1)[C:6]1[CH:11]=[CH:10][C:9]([Cl:12])=[CH:8][C:7]=1[C:13]([F:16])([F:15])[F:14].[N-:36]=[N+]=[N-].[Na+].O, predict the reaction product. The product is: [Cl:12][C:9]1[CH:10]=[CH:11][C:6]([CH:5]2[CH2:4][CH2:3][CH2:2][N:36]3[C:19]([C:22]4[CH:27]=[CH:26][C:25]([C:28]5[O:32][C:31]([CH3:33])=[N:30][CH:29]=5)=[C:24]([O:34][CH3:35])[CH:23]=4)=[N:20][N:21]=[C:17]23)=[C:7]([C:13]([F:14])([F:15])[F:16])[CH:8]=1.